From a dataset of Catalyst prediction with 721,799 reactions and 888 catalyst types from USPTO. Predict which catalyst facilitates the given reaction. (1) Reactant: [S:1]1[CH:5]=[CH:4][N:3]=[C:2]1[C:6]1([OH:16])[CH2:15][CH2:14][C:9]2([O:13][CH2:12][CH2:11][O:10]2)[CH2:8][CH2:7]1.[Br:17]N1C(=O)CCC1=O. Product: [Br:17][C:5]1[S:1][C:2]([C:6]2([OH:16])[CH2:7][CH2:8][C:9]3([O:13][CH2:12][CH2:11][O:10]3)[CH2:14][CH2:15]2)=[N:3][CH:4]=1. The catalyst class is: 3. (2) Reactant: [CH3:1][O:2][C:3]1[CH:10]=[CH:9][C:6]([CH2:7][SH:8])=[CH:5][CH:4]=1.C[O-].Br[CH2:14][CH2:15][CH2:16][CH2:17][CH2:18][CH2:19][CH2:20][CH2:21][CH2:22][CH2:23][CH2:24][CH2:25][OH:26]. Product: [CH3:1][O:2][C:3]1[CH:10]=[CH:9][C:6]([CH2:7][S:8][CH2:14][CH2:15][CH2:16][CH2:17][CH2:18][CH2:19][CH2:20][CH2:21][CH2:22][CH2:23][CH2:24][CH2:25][OH:26])=[CH:5][CH:4]=1. The catalyst class is: 5. (3) Reactant: [OH:1][CH2:2][CH2:3][NH2:4].[N+:5]([O-:8])([OH:7])=[O:6].CC(OC(C)=O)=O. Product: [N+:5]([O-:8])([O-:7])=[O:6].[N+:5]([O:1][CH2:2][CH2:3][NH3+:4])([O-:7])=[O:6]. The catalyst class is: 25. (4) Reactant: CC(OC(/N=N/C(OC(C)C)=O)=O)C.[F:15][C:16]([F:34])([F:33])[C:17]1[N:21]2[N:22]=[C:23]([N:26]3[CH2:31][CH2:30][CH:29]([OH:32])[CH2:28][CH2:27]3)[CH:24]=[CH:25][C:20]2=[N:19][N:18]=1.O[C:36]1[CH:46]=[CH:45][C:39]([C:40]([O:42][CH2:43][CH3:44])=[O:41])=[CH:38][CH:37]=1.C1(P(C2C=CC=CC=2)C2C=CC=CC=2)C=CC=CC=1. Product: [F:34][C:16]([F:15])([F:33])[C:17]1[N:21]2[N:22]=[C:23]([N:26]3[CH2:31][CH2:30][CH:29]([O:32][C:36]4[CH:46]=[CH:45][C:39]([C:40]([O:42][CH2:43][CH3:44])=[O:41])=[CH:38][CH:37]=4)[CH2:28][CH2:27]3)[CH:24]=[CH:25][C:20]2=[N:19][N:18]=1. The catalyst class is: 1. (5) Reactant: [CH3:1][C:2]1[N:3]([C:7]2[CH:12]=[CH:11][C:10]([N+:13]([O-])=O)=[CH:9][CH:8]=2)[CH:4]=[CH:5][N:6]=1. Product: [CH3:1][C:2]1[N:3]([C:7]2[CH:12]=[CH:11][C:10]([NH2:13])=[CH:9][CH:8]=2)[CH:4]=[CH:5][N:6]=1. The catalyst class is: 19. (6) Reactant: [Cl:1][C:2]1[CH:3]=[CH:4][C:5]([O:15][CH2:16][C:17]2[CH:22]=[CH:21][CH:20]=[CH:19][CH:18]=2)=[C:6]([C:8](=O)[CH2:9][CH2:10][C:11](=O)[CH3:12])[CH:7]=1.[NH2:23][C:24]1[CH:25]=[C:26]([S:30]([NH2:33])(=[O:32])=[O:31])[CH:27]=[CH:28][CH:29]=1.C1(C)C=CC(S(O)(=O)=O)=CC=1. Product: [Cl:1][C:2]1[CH:3]=[CH:4][C:5]([O:15][CH2:16][C:17]2[CH:22]=[CH:21][CH:20]=[CH:19][CH:18]=2)=[C:6]([C:8]2[N:23]([C:24]3[CH:25]=[C:26]([S:30]([NH2:33])(=[O:31])=[O:32])[CH:27]=[CH:28][CH:29]=3)[C:11]([CH3:12])=[CH:10][CH:9]=2)[CH:7]=1. The catalyst class is: 11. (7) Reactant: [Si]([O:8][C@@H:9]1[CH2:18][C@@H:17]2[N:12]([C:13](=[O:34])/[C:14](=[CH:19]/[C:20]3[CH:25]=[CH:24][C:23]([N:26]4[CH:30]=[C:29]([CH3:31])[N:28]=[CH:27]4)=[C:22]([O:32][CH3:33])[CH:21]=3)/[CH2:15][CH2:16]2)[C@H:11]([C:35]2[CH:40]=[C:39]([F:41])[C:38]([F:42])=[C:37]([F:43])[CH:36]=2)[CH2:10]1)(C(C)(C)C)(C)C.[Cl-].[NH4+].C(OCC)(=O)C. Product: [F:41][C:39]1[CH:40]=[C:35]([C@@H:11]2[CH2:10][C@H:9]([OH:8])[CH2:18][C@@H:17]3[N:12]2[C:13](=[O:34])/[C:14](=[CH:19]/[C:20]2[CH:25]=[CH:24][C:23]([N:26]4[CH:30]=[C:29]([CH3:31])[N:28]=[CH:27]4)=[C:22]([O:32][CH3:33])[CH:21]=2)/[CH2:15][CH2:16]3)[CH:36]=[C:37]([F:43])[C:38]=1[F:42]. The catalyst class is: 1. (8) Reactant: [OH:1][C:2]1[CH:3]=[C:4]([C:8]2[C:17]3[C:12](=[C:13]([C:18]([F:21])([F:20])[F:19])[CH:14]=[CH:15][CH:16]=3)[N:11]=[CH:10][C:9]=2[C:22]([C:24]2[CH:29]=[CH:28][CH:27]=[CH:26][CH:25]=2)=[O:23])[CH:5]=[CH:6][CH:7]=1.Br[CH2:31][C:32]1[CH:37]=[CH:36][CH:35]=[CH:34][C:33]=1[N+:38]([O-:40])=[O:39]. Product: [N+:38]([C:33]1[CH:34]=[CH:35][CH:36]=[CH:37][C:32]=1[CH2:31][O:1][C:2]1[CH:3]=[C:4]([C:8]2[C:17]3[C:12](=[C:13]([C:18]([F:21])([F:19])[F:20])[CH:14]=[CH:15][CH:16]=3)[N:11]=[CH:10][C:9]=2[C:22]([C:24]2[CH:25]=[CH:26][CH:27]=[CH:28][CH:29]=2)=[O:23])[CH:5]=[CH:6][CH:7]=1)([O-:40])=[O:39]. The catalyst class is: 3. (9) Reactant: [Cl:1][C:2]1[CH:3]=[C:4]2[C:9](=[CH:10][CH:11]=1)[C:8](=[O:12])[N:7]([CH3:13])[C:6]([C:14]([O:16][CH2:17][CH3:18])=[O:15])=[C:5]2[OH:19].[H-].[Na+].C1C=CC(N([S:29]([C:32]([F:35])([F:34])[F:33])(=[O:31])=[O:30])[S:29]([C:32]([F:35])([F:34])[F:33])(=[O:31])=[O:30])=CC=1.O. Product: [Cl:1][C:2]1[CH:3]=[C:4]2[C:9](=[CH:10][CH:11]=1)[C:8](=[O:12])[N:7]([CH3:13])[C:6]([C:14]([O:16][CH2:17][CH3:18])=[O:15])=[C:5]2[O:19][S:29]([C:32]([F:35])([F:34])[F:33])(=[O:31])=[O:30]. The catalyst class is: 7.